Dataset: Peptide-MHC class I binding affinity with 185,985 pairs from IEDB/IMGT. Task: Regression. Given a peptide amino acid sequence and an MHC pseudo amino acid sequence, predict their binding affinity value. This is MHC class I binding data. (1) The peptide sequence is TRYYWDIHL. The MHC is HLA-C06:02 with pseudo-sequence HLA-C06:02. The binding affinity (normalized) is 0.635. (2) The peptide sequence is FMSHVKSVTK. The MHC is Patr-A0101 with pseudo-sequence Patr-A0101. The binding affinity (normalized) is 0.197.